From a dataset of Full USPTO retrosynthesis dataset with 1.9M reactions from patents (1976-2016). Predict the reactants needed to synthesize the given product. Given the product [CH2:8]([C@H:15]1[N:20]([C:21]([C:23]2[N:24]=[CH:25][N:26]([CH:34]3[CH2:41][CH2:40][CH2:39][CH2:38][C:35]3([OH:37])[CH2:36][O:6][CH2:5][CH2:4][CH2:3][OH:7])[C:27]=2[C:28]2[CH:33]=[CH:32][CH:31]=[CH:30][CH:29]=2)=[O:22])[CH2:19][CH2:18][N:17]([C:42]([O:44][C:45]([CH3:48])([CH3:47])[CH3:46])=[O:43])[CH2:16]1)[C:9]1[CH:14]=[CH:13][CH:12]=[CH:11][CH:10]=1, predict the reactants needed to synthesize it. The reactants are: [H-].[Na+].[CH2:3]([OH:7])[CH2:4][CH2:5][OH:6].[CH2:8]([C@H:15]1[N:20]([C:21]([C:23]2[N:24]=[CH:25][N:26]([CH:34]3[CH2:41][CH2:40][CH2:39][CH2:38][C:35]43[O:37][CH2:36]4)[C:27]=2[C:28]2[CH:33]=[CH:32][CH:31]=[CH:30][CH:29]=2)=[O:22])[CH2:19][CH2:18][N:17]([C:42]([O:44][C:45]([CH3:48])([CH3:47])[CH3:46])=[O:43])[CH2:16]1)[C:9]1[CH:14]=[CH:13][CH:12]=[CH:11][CH:10]=1.C(=O)(O)[O-].[Na+].